Dataset: Forward reaction prediction with 1.9M reactions from USPTO patents (1976-2016). Task: Predict the product of the given reaction. (1) Given the reactants [CH3:1][O:2][C:3]1[CH:4]=[C:5]([CH:11]=[CH:12][C:13]=1[O:14][CH2:15][C@@H:16]1[CH2:20][CH2:19][CH2:18][N:17]1C(OC(C)(C)C)=O)[C:6]([O:8][CH2:9][CH3:10])=[O:7], predict the reaction product. The product is: [CH3:1][O:2][C:3]1[CH:4]=[C:5]([CH:11]=[CH:12][C:13]=1[O:14][CH2:15][C@@H:16]1[CH2:20][CH2:19][CH2:18][NH:17]1)[C:6]([O:8][CH2:9][CH3:10])=[O:7]. (2) Given the reactants [CH2:1]([N:3]1[C:15]2[CH:14]=[CH:13][C:12]([NH:16][C:17](=[O:25])[CH2:18][CH:19]([CH3:24])[CH2:20][C:21](O)=[O:22])=[CH:11][C:10]=2[C:9]2[C:4]1=[CH:5][CH:6]=[CH:7][CH:8]=2)[CH3:2].O, predict the reaction product. The product is: [CH2:1]([N:3]1[C:15]2[CH:14]=[CH:13][C:12]([NH:16][C:17](=[O:25])[CH2:18][CH:19]([CH3:24])[CH2:20][CH2:21][OH:22])=[CH:11][C:10]=2[C:9]2[C:4]1=[CH:5][CH:6]=[CH:7][CH:8]=2)[CH3:2]. (3) Given the reactants [H-].[Al+3].[Li+].[H-].[H-].[H-].C[O:8][C:9](=O)[C:10]([CH3:21])([C:12]1[CH:17]=[CH:16][C:15]([N+:18]([O-:20])=[O:19])=[CH:14][CH:13]=1)[CH3:11].O.[OH-].[Na+], predict the reaction product. The product is: [CH3:21][C:10]([C:12]1[CH:17]=[CH:16][C:15]([N+:18]([O-:20])=[O:19])=[CH:14][CH:13]=1)([CH3:11])[CH2:9][OH:8]. (4) The product is: [C:9]([NH2:8])(=[S:25])[C:10]1[CH:15]=[CH:14][CH:13]=[N:12][CH:11]=1. Given the reactants FC1C=CC([N:8](CC2C=CC=CN=2)[C:9](=O)[C:10]2[CH:15]=[CH:14][C:13](Cl)=[N:12][CH:11]=2)=CC=1.[SH2:25].[Na], predict the reaction product. (5) Given the reactants Br[C:2]1[CH:3]=[CH:4][C:5]2[N:6]([N:8]=[C:9]([NH:11][C:12](=[O:14])[CH3:13])[N:10]=2)[CH:7]=1.[B:15]1([B:15]2[O:19][C:18]([CH3:21])([CH3:20])[C:17]([CH3:23])([CH3:22])[O:16]2)[O:19][C:18]([CH3:21])([CH3:20])[C:17]([CH3:23])([CH3:22])[O:16]1.C([O-])(=O)C.[K+].C(Cl)Cl, predict the reaction product. The product is: [CH3:22][C:17]1([CH3:23])[C:18]([CH3:21])([CH3:20])[O:19][B:15]([C:2]2[CH:3]=[CH:4][C:5]3[N:6]([N:8]=[C:9]([NH:11][C:12](=[O:14])[CH3:13])[N:10]=3)[CH:7]=2)[O:16]1.